Dataset: Forward reaction prediction with 1.9M reactions from USPTO patents (1976-2016). Task: Predict the product of the given reaction. (1) Given the reactants [CH:1]1([C:4]2[N:8]([CH3:9])[C:7]3[CH:10]=[C:11]([N:14]4[CH:19]=[CH:18][C:17]([OH:20])=[CH:16][C:15]4=[O:21])[CH:12]=[CH:13][C:6]=3[N:5]=2)[CH2:3][CH2:2]1.[Cl:22][C:23]1[S:24][CH:25]=[CH:26][C:27]=1[CH2:28]O.C(P(CCCC)CCCC)CCC.N(C(N1CCCCC1)=O)=NC(N1CCCCC1)=O, predict the reaction product. The product is: [Cl:22][C:23]1[S:24][CH:25]=[CH:26][C:27]=1[CH2:28][O:20][C:17]1[CH:18]=[CH:19][N:14]([C:11]2[CH:12]=[CH:13][C:6]3[N:5]=[C:4]([CH:1]4[CH2:2][CH2:3]4)[N:8]([CH3:9])[C:7]=3[CH:10]=2)[C:15](=[O:21])[CH:16]=1. (2) The product is: [F:1][CH2:2][CH2:3][CH2:4][O:5][C:6]1[CH:14]=[C:13]2[C:9]([CH2:10][C:11]3([CH2:16][CH2:17][CH:18]([OH:21])[CH2:19][CH2:20]3)[C:12]2=[O:15])=[CH:8][CH:7]=1. Given the reactants [F:1][C:2](F)(F)[CH2:3][CH2:4][O:5][C:6]1[CH:14]=[C:13]2[C:9]([CH2:10][C:11]3([CH2:20][CH2:19][C:18](=[O:21])[CH2:17][CH2:16]3)[C:12]2=[O:15])=[CH:8][CH:7]=1.FCCCOC1C=C2C(CCC2=O)=CC=1.C(OC)(=O)C=C, predict the reaction product. (3) Given the reactants [CH3:1][O:2][C:3]1[CH:8]=[CH:7][C:6]([C@@H:9]2[C@@H:14]([O:15][CH2:16][C:17]3[CH:18]=[CH:19][C:20]4[O:25][CH2:24][CH2:23][N:22]([CH2:26][CH2:27][CH2:28][O:29][CH3:30])[C:21]=4[CH:31]=3)[CH2:13][N:12]([S:32]([C:35]3[CH:40]=[CH:39][C:38]([CH3:41])=[CH:37][CH:36]=3)(=[O:34])=[O:33])[C@H:11]([CH2:42][C@H:43]([NH2:45])[CH3:44])[CH2:10]2)=[CH:5][CH:4]=1.CC(C)([O-])C.[Na+].Cl[C:53]1[CH:58]=[CH:57][CH:56]=[CH:55][N:54]=1.C1(P(C2C=CC=CC=2)CCCP(C2C=CC=CC=2)C2C=CC=CC=2)C=CC=CC=1, predict the reaction product. The product is: [CH3:1][O:2][C:3]1[CH:4]=[CH:5][C:6]([C@@H:9]2[C@@H:14]([O:15][CH2:16][C:17]3[CH:18]=[CH:19][C:20]4[O:25][CH2:24][CH2:23][N:22]([CH2:26][CH2:27][CH2:28][O:29][CH3:30])[C:21]=4[CH:31]=3)[CH2:13][N:12]([S:32]([C:35]3[CH:40]=[CH:39][C:38]([CH3:41])=[CH:37][CH:36]=3)(=[O:33])=[O:34])[C@H:11]([CH2:42][C@H:43]([NH:45][C:53]3[CH:58]=[CH:57][CH:56]=[CH:55][N:54]=3)[CH3:44])[CH2:10]2)=[CH:7][CH:8]=1. (4) Given the reactants [CH:1]1([OH:5])[CH2:4][CH2:3][CH2:2]1.[H-].[Na+].[C:8](/[N:12]=[CH:13]/[C:14]1[CH:19]=[C:18]([Cl:20])[CH:17]=[CH:16][C:15]=1F)([CH3:11])([CH3:10])[CH3:9], predict the reaction product. The product is: [C:8](/[N:12]=[CH:13]/[C:14]1[CH:19]=[C:18]([Cl:20])[CH:17]=[CH:16][C:15]=1[O:5][CH:1]1[CH2:4][CH2:3][CH2:2]1)([CH3:11])([CH3:9])[CH3:10]. (5) Given the reactants C(O)CO.[SH:5][C:6]1[N:11]=[CH:10][CH:9]=[CH:8][N:7]=1.I[C:13]1[C:21]2[C:16](=[CH:17][CH:18]=[CH:19][CH:20]=2)[NH:15][N:14]=1.C(=O)([O-])[O-].[K+].[K+], predict the reaction product. The product is: [N:7]1[CH:8]=[CH:9][CH:10]=[N:11][C:6]=1[S:5][C:13]1[C:21]2[C:16](=[CH:17][CH:18]=[CH:19][CH:20]=2)[NH:15][N:14]=1. (6) Given the reactants Br[C:2]1[CH:3]=[N:4][CH:5]=[CH:6][CH:7]=1.[NH:8]1[CH2:11][CH:10]([C:12]([NH:14][C:15]2[CH:20]=[CH:19][C:18]([CH:21]3[CH2:26][CH2:25][N:24]([C:27]([O:29][C:30]([CH3:33])([CH3:32])[CH3:31])=[O:28])[CH2:23][CH2:22]3)=[CH:17][CH:16]=2)=[O:13])[CH2:9]1.[NH:34]1CC(C(NC2C=CC(OC3CCN(C(OC(C)(C)C)=O)CC3)=CC=2)=O)C1, predict the reaction product. The product is: [CH3:3][C:2]1[N:34]=[N:4][C:5]([N:8]2[CH2:11][CH:10]([C:12]([NH:14][C:15]3[CH:20]=[CH:19][C:18]([CH:21]4[CH2:22][CH2:23][N:24]([C:27]([O:29][C:30]([CH3:33])([CH3:32])[CH3:31])=[O:28])[CH2:25][CH2:26]4)=[CH:17][CH:16]=3)=[O:13])[CH2:9]2)=[CH:6][CH:7]=1. (7) The product is: [C:14]([CH:9]([CH2:8][C:5]1[CH:4]=[CH:3][C:2]([NH2:1])=[CH:7][CH:6]=1)[C:10]([OH:12])=[O:11])([O:16][CH2:17][CH:18]1[C:30]2[C:25](=[CH:26][CH:27]=[CH:28][CH:29]=2)[C:24]2[C:19]1=[CH:20][CH:21]=[CH:22][CH:23]=2)=[O:15]. Given the reactants [NH2:1][C:2]1[CH:7]=[CH:6][C:5]([CH2:8][CH2:9][C:10]([OH:12])=[O:11])=[CH:4][CH:3]=1.Cl[C:14]([O:16][CH2:17][CH:18]1[C:30]2[CH:29]=[CH:28][CH:27]=[CH:26][C:25]=2[C:24]2[C:19]1=[CH:20][CH:21]=[CH:22][CH:23]=2)=[O:15], predict the reaction product.